Dataset: Reaction yield outcomes from USPTO patents with 853,638 reactions. Task: Predict the reaction yield, written as a fraction of the theoretical maximum amount of product (1.0 means a 100% yield; for example, 0.34 means a 34% yield). (1) The reactants are [CH3:1][Mg+].[Br-].CON(C)[C:7]([C:9]1[C:14](=[O:15])[C:13]([CH2:16][O:17][CH3:18])=[CH:12][N:11]([C:19]2[CH:24]=[CH:23][CH:22]=[C:21]([C:25]([F:28])([F:27])[F:26])[CH:20]=2)[N:10]=1)=[O:8]. The catalyst is C1COCC1. The product is [C:7]([C:9]1[C:14](=[O:15])[C:13]([CH2:16][O:17][CH3:18])=[CH:12][N:11]([C:19]2[CH:24]=[CH:23][CH:22]=[C:21]([C:25]([F:26])([F:28])[F:27])[CH:20]=2)[N:10]=1)(=[O:8])[CH3:1]. The yield is 0.830. (2) The reactants are CC1(C)C(C)(C)OB([C:9]2[CH:10]=[C:11]([C:15]3[C:16]([C:21]#[N:22])=[CH:17][CH:18]=[CH:19][CH:20]=3)[CH:12]=[CH:13][CH:14]=2)O1.Br[C:25]1[N:29]2[N:30]=[CH:31][C:32]([C:34]([OH:37])([CH3:36])[CH3:35])=[N:33][C:28]2=[N:27][CH:26]=1. No catalyst specified. The product is [OH:37][C:34]([C:32]1[CH:31]=[N:30][N:29]2[C:25]([C:9]3[CH:10]=[C:11]([C:15]4[C:16]([C:21]#[N:22])=[CH:17][CH:18]=[CH:19][CH:20]=4)[CH:12]=[CH:13][CH:14]=3)=[CH:26][N:27]=[C:28]2[N:33]=1)([CH3:36])[CH3:35]. The yield is 0.290.